The task is: Regression. Given a peptide amino acid sequence and an MHC pseudo amino acid sequence, predict their binding affinity value. This is MHC class II binding data.. This data is from Peptide-MHC class II binding affinity with 134,281 pairs from IEDB. (1) The peptide sequence is EWATPFPHRKGVLFN. The MHC is DRB3_0202 with pseudo-sequence DRB3_0202. The binding affinity (normalized) is 0.123. (2) The peptide sequence is KYMVIQGEPGRVIRG. The MHC is HLA-DQA10501-DQB10201 with pseudo-sequence HLA-DQA10501-DQB10201. The binding affinity (normalized) is 0.233. (3) The peptide sequence is MSMSMILVGVIMMFL. The MHC is DRB1_0701 with pseudo-sequence DRB1_0701. The binding affinity (normalized) is 0.419. (4) The peptide sequence is AFKAAATAANAAPAN. The MHC is DRB1_0401 with pseudo-sequence DRB1_0401. The binding affinity (normalized) is 0.643.